This data is from Drug-target binding data from BindingDB using IC50 measurements. The task is: Regression. Given a target protein amino acid sequence and a drug SMILES string, predict the binding affinity score between them. We predict pIC50 (pIC50 = -log10(IC50 in M); higher means more potent). Dataset: bindingdb_ic50. (1) The small molecule is CC(/C=C/CCC(=O)N1CCCC1=O)=C\C1CCCCO1. The target protein (P06855) has sequence MKKIILTIGCPGSGKSTWAREFIAKNPGFYNINRDDYRQSIMAHEERDEYKYTKKKEGIVTGMQFDTAKSILYGGDSVKGVIISDTNLNPERRLAWETFAKEYGWKVEHKVFDVPWTELVKRNSKRGTKAVPIDVLRSMYKSMREYLGLPVYNGTPGKPKAVIFDVDGTLAKMNGRGPYDLEKCDTDVINPMVVELSKMYALMGYQIVVVSGRESGTKEDPTKYYRMTRKWVEDIAGVPLVMQCQREQGDTRKDDVVKEEIFWKHIAPHFDVKLAIDDRTQVVEMWRRIGVECWQVASGDF. The pIC50 is 3.7. (2) The drug is CNC(=O)c1c(-c2ccc(F)cc2)oc2cc(OCC(F)(F)F)c(-c3ccc(F)c(C(=O)NC45CC(C4)C5)c3)cc12. The target protein (Q9WMX2) has sequence MSTNPKPQRKTKRNTNRRPQDVKFPGGGQIVGGVYLLPRRGPRLGVRATRKTSERSQPRGRRQPIPKARQPEGRAWAQPGYPWPLYGNEGLGWAGWLLSPRGSRPSWGPTDPRRRSRNLGKVIDTLTCGFADLMGYIPLVGAPLGGAARALAHGVRVLEDGVNYATGNLPGCSFSIFLLALLSCLTIPASAYEVRNVSGVYHVTNDCSNASIVYEAADMIMHTPGCVPCVRENNSSRCWVALTPTLAARNASVPTTTIRRHVDLLVGAAALCSAMYVGDLCGSVFLVAQLFTFSPRRHETVQDCNCSIYPGHVTGHRMAWDMMMNWSPTAALVVSQLLRIPQAVVDMVAGAHWGVLAGLAYYSMVGNWAKVLIVMLLFAGVDGGTYVTGGTMAKNTLGITSLFSPGSSQKIQLVNTNGSWHINRTALNCNDSLNTGFLAALFYVHKFNSSGCPERMASCSPIDAFAQGWGPITYNESHSSDQRPYCWHYAPRPCGIVPAA.... The pIC50 is 8.4.